From a dataset of Forward reaction prediction with 1.9M reactions from USPTO patents (1976-2016). Predict the product of the given reaction. The product is: [C:1]1([C@@H:7]([N:9]2[C@@H:14]([C:15]([O:17][CH2:18][CH3:19])=[O:16])[C@H:13]3[CH2:20][C@@H:10]2[CH2:11][CH2:12]3)[CH3:8])[CH:6]=[CH:5][CH:4]=[CH:3][CH:2]=1. Given the reactants [C:1]1([C@@H:7]([N:9]2[C@@H:14]([C:15]([O:17][CH2:18][CH3:19])=[O:16])[C@H:13]3[CH2:20][C@@H:10]2[CH:11]=[CH:12]3)[CH3:8])[CH:6]=[CH:5][CH:4]=[CH:3][CH:2]=1, predict the reaction product.